This data is from Forward reaction prediction with 1.9M reactions from USPTO patents (1976-2016). The task is: Predict the product of the given reaction. (1) Given the reactants [CH3:1][C:2]1[C:3]([N+:11]([O-:13])=[O:12])=[C:4]([CH:8]=[CH:9][CH:10]=1)[C:5](O)=O.[C:14](Cl)([C:16](Cl)=O)=O.CC[N:22]([CH2:25][CH3:26])CC.[C:27](O[Na])([CH3:29])=O.C[N:33]([CH:35]=O)C, predict the reaction product. The product is: [CH3:27][C:29]1[C:35]2[N:33]=[C:5]([C:4]3[CH:8]=[CH:9][CH:10]=[C:2]([CH3:1])[C:3]=3[N+:11]([O-:13])=[O:12])[NH:22][C:25]=2[CH:26]=[CH:16][CH:14]=1. (2) The product is: [NH2:1][C:2]1[C:3]2[C:10]([Cl:11])=[CH:9][N:8]([C@@H:12]3[O:16][C@:15]([C:17]#[CH:18])([CH2:19][OH:20])[C@@H:14]([OH:21])[CH2:13]3)[C:4]=2[N:5]=[CH:6][N:7]=1. Given the reactants [NH2:1][C:2]1[C:3]2[C:10]([Cl:11])=[CH:9][N:8]([C@@H:12]3[O:16][C@@:15]([CH2:19][OH:20])([C:17]#[CH:18])[C@@H:14]([O:21][Si](C(C)(C)C)(C)C)[CH2:13]3)[C:4]=2[N:5]=[CH:6][N:7]=1.CCCC[N+](CCCC)(CCCC)CCCC.[F-].O.C(#N)C, predict the reaction product. (3) Given the reactants [CH3:1][O:2][C:3]1[CH:8]=[C:7]2[N:9]=[CH:10][N:11]=[C:12]([NH:13][C:14]3[CH:19]=[CH:18][C:17]([F:20])=[C:16]([Cl:21])[CH:15]=3)[C:6]2=[CH:5][C:4]=1[O:22][CH2:23][CH2:24][CH2:25][N:26]1[CH2:31][CH2:30][O:29][CH2:28][CH2:27]1.Cl, predict the reaction product. The product is: [CH3:1][O:2][C:3]1[CH:8]=[C:7]2[N:9]=[CH:10][N:11]=[C:12]([NH:13][C:14]3[CH:19]=[CH:18][C:17]([F:20])=[C:16]([Cl:21])[CH:15]=3)[C:6]2=[CH:5][C:4]=1[O:22][CH2:23][CH2:24][CH2:25][N:26]1[CH2:31][CH2:30][O:29][CH2:28][CH2:27]1. (4) Given the reactants Cl[CH2:2][C:3]([C:5]1[CH:6]=[N:7][C:8]([N:11]2[C:15]([CH3:16])=[CH:14][CH:13]=[C:12]2[CH3:17])=[CH:9][CH:10]=1)=[O:4].[BH4-].[Na+].[OH-].[Na+].CCCCC, predict the reaction product. The product is: [CH3:17][C:12]1[N:11]([C:8]2[CH:9]=[CH:10][C:5]([CH:3]3[CH2:2][O:4]3)=[CH:6][N:7]=2)[C:15]([CH3:16])=[CH:14][CH:13]=1. (5) The product is: [Br:13][C:10]1[CH:11]=[CH:12][C:3]([CH2:1][CH3:2])=[C:4]([CH:9]=1)[C:5]([O:7][CH3:8])=[O:6]. Given the reactants [CH2:1]([C:3]1[CH:12]=[CH:11][CH:10]=[CH:9][C:4]=1[C:5]([O:7][CH3:8])=[O:6])[CH3:2].[Br:13]Br.C(=O)([O-])[O-].[K+].[K+].O, predict the reaction product. (6) Given the reactants [CH2:1]([O:8][C@H:9]1[C@H:15]([O:16][CH2:17][C:18]2[CH:23]=[CH:22][CH:21]=[CH:20][CH:19]=2)[C@@H:14]([O:24][CH2:25][C:26]2[CH:31]=[CH:30][CH:29]=[CH:28][CH:27]=2)[C@:13]2([C:33]3[CH:38]=[CH:37][C:36]([Cl:39])=[C:35]([CH2:40][C:41]4[CH:46]=[CH:45][C:44]([O:47][CH2:48][C:49]([F:52])([F:51])[F:50])=[CH:43][CH:42]=4)[CH:34]=3)[O:32][C@@:10]1([CH2:53][OH:54])[CH2:11][O:12]2)[C:2]1[CH:7]=[CH:6][CH:5]=[CH:4][CH:3]=1.C(=O)(O)[O-:56].[Na+].[Br-].[K+].Cl[O-].[Na+].Cl, predict the reaction product. The product is: [CH2:1]([O:8][C@H:9]1[C@H:15]([O:16][CH2:17][C:18]2[CH:23]=[CH:22][CH:21]=[CH:20][CH:19]=2)[C@@H:14]([O:24][CH2:25][C:26]2[CH:31]=[CH:30][CH:29]=[CH:28][CH:27]=2)[C@:13]2([C:33]3[CH:38]=[CH:37][C:36]([Cl:39])=[C:35]([CH2:40][C:41]4[CH:42]=[CH:43][C:44]([O:47][CH2:48][C:49]([F:52])([F:51])[F:50])=[CH:45][CH:46]=4)[CH:34]=3)[O:32][C@@:10]1([C:53]([OH:56])=[O:54])[CH2:11][O:12]2)[C:2]1[CH:3]=[CH:4][CH:5]=[CH:6][CH:7]=1.